This data is from Reaction yield outcomes from USPTO patents with 853,638 reactions. The task is: Predict the reaction yield, written as a fraction of the theoretical maximum amount of product (1.0 means a 100% yield; for example, 0.34 means a 34% yield). (1) The reactants are Cl[CH2:2][C:3]1[N:12]([C:13]2[CH:18]=[CH:17][CH:16]=[CH:15][CH:14]=2)[C:11](=[O:19])[C:10]2[C:5](=[CH:6][CH:7]=[C:8]([N+:20]([O-:22])=[O:21])[CH:9]=2)[N:4]=1.C(=O)([O-])[O-].[K+].[K+].[N:29]1([C:35]([O:37][C:38]([CH3:41])([CH3:40])[CH3:39])=[O:36])[CH2:34][CH2:33][NH:32][CH2:31][CH2:30]1.[I-].[K+]. The catalyst is C(Cl)Cl. The product is [N+:20]([C:8]1[CH:9]=[C:10]2[C:5](=[CH:6][CH:7]=1)[N:4]=[C:3]([CH2:2][N:32]1[CH2:31][CH2:30][N:29]([C:35]([O:37][C:38]([CH3:41])([CH3:40])[CH3:39])=[O:36])[CH2:34][CH2:33]1)[N:12]([C:13]1[CH:18]=[CH:17][CH:16]=[CH:15][CH:14]=1)[C:11]2=[O:19])([O-:22])=[O:21]. The yield is 0.280. (2) The reactants are [C:1]1([C:8]2[CH:13]=[CH:12][CH:11]=[CH:10][CH:9]=2)[CH:6]=[CH:5][C:4]([OH:7])=[CH:3][CH:2]=1.[CH2:14](O)[CH2:15][CH2:16][CH2:17][C:18]#[CH:19].C1(P(C2C=CC=CC=2)C2C=CC=CC=2)C=CC=CC=1.CCOC(/N=N/C(OCC)=O)=O. The catalyst is C1COCC1. The yield is 0.670. The product is [CH2:19]([O:7][C:4]1[CH:3]=[CH:2][C:1]([C:8]2[CH:13]=[CH:12][CH:11]=[CH:10][CH:9]=2)=[CH:6][CH:5]=1)[CH2:18][CH2:17][CH2:16][C:15]#[CH:14]. (3) The reactants are [Cl-].O[NH3+:3].[C:4](=[O:7])([O-])[OH:5].[Na+].CS(C)=O.[C:13]([O:17][C:18]1[CH:23]=[CH:22][C:21]([N:24]2[C:29](=[O:30])[C:28]([CH2:31][C:32]3[CH:37]=[CH:36][C:35]([C:38]4[C:39]([C:44]#[N:45])=[CH:40][CH:41]=[CH:42][CH:43]=4)=[CH:34][CH:33]=3)=[C:27]([CH2:46][CH2:47][CH3:48])[N:26]=[C:25]2[CH2:49][CH3:50])=[CH:20][CH:19]=1)([CH3:16])([CH3:15])[CH3:14]. The catalyst is O. The product is [C:13]([O:17][C:18]1[CH:19]=[CH:20][C:21]([N:24]2[C:29](=[O:30])[C:28]([CH2:31][C:32]3[CH:33]=[CH:34][C:35]([C:38]4[CH:43]=[CH:42][CH:41]=[CH:40][C:39]=4[C:44]4[NH:3][C:4](=[O:7])[O:5][N:45]=4)=[CH:36][CH:37]=3)=[C:27]([CH2:46][CH2:47][CH3:48])[N:26]=[C:25]2[CH2:49][CH3:50])=[CH:22][CH:23]=1)([CH3:16])([CH3:15])[CH3:14]. The yield is 0.540.